Dataset: CYP2C9 inhibition data for predicting drug metabolism from PubChem BioAssay. Task: Regression/Classification. Given a drug SMILES string, predict its absorption, distribution, metabolism, or excretion properties. Task type varies by dataset: regression for continuous measurements (e.g., permeability, clearance, half-life) or binary classification for categorical outcomes (e.g., BBB penetration, CYP inhibition). Dataset: cyp2c9_veith. (1) The compound is C[C@@]12CCC(=O)C=C1C[C@H](O)[C@@H]1[C@@H]2CC[C@]2(C)[C@H]1CC[C@]2(C)O. The result is 0 (non-inhibitor). (2) The drug is CCOC(=O)n1c(=O)n(Cc2c(Cl)cccc2Cl)c2ccccc21. The result is 1 (inhibitor).